This data is from Aqueous solubility values for 9,982 compounds from the AqSolDB database. The task is: Regression/Classification. Given a drug SMILES string, predict its absorption, distribution, metabolism, or excretion properties. Task type varies by dataset: regression for continuous measurements (e.g., permeability, clearance, half-life) or binary classification for categorical outcomes (e.g., BBB penetration, CYP inhibition). For this dataset (solubility_aqsoldb), we predict Y. (1) The molecule is Nc1ncc2nccnc2n1. The Y is -2.30 log mol/L. (2) The compound is NC(=O)N[C@@H](Cc1ccccc1)C(=O)[O-]. The Y is -2.10 log mol/L. (3) The drug is O=Cc1ccc(B(O)O)cc1. The Y is -2.27 log mol/L.